This data is from Catalyst prediction with 721,799 reactions and 888 catalyst types from USPTO. The task is: Predict which catalyst facilitates the given reaction. (1) Reactant: C(N(C(C)C)CC)(C)C.[Cl:10][C:11]1[N:16]=[C:15](Cl)[CH:14]=[C:13]([CH2:18][CH2:19][CH3:20])[N:12]=1.Cl.Cl.[NH2:23][C@@H:24]1[CH2:29][CH2:28][CH2:27][NH:26][CH2:25]1. Product: [Cl:10][C:11]1[N:16]=[C:15]([N:26]2[CH2:27][CH2:28][CH2:29][C@@H:24]([NH2:23])[CH2:25]2)[CH:14]=[C:13]([CH2:18][CH2:19][CH3:20])[N:12]=1. The catalyst class is: 8. (2) Reactant: C(Cl)(=O)C(Cl)=O.CS(C)=O.[Br:11][C:12]1[CH:27]=[CH:26][C:15]2[C:16]3[N:17]=[C:18]([CH2:24][OH:25])[S:19][C:20]=3[CH2:21][CH2:22][O:23][C:14]=2[CH:13]=1.C(N(CC)CC)C. Product: [Br:11][C:12]1[CH:27]=[CH:26][C:15]2[C:16]3[N:17]=[C:18]([CH:24]=[O:25])[S:19][C:20]=3[CH2:21][CH2:22][O:23][C:14]=2[CH:13]=1. The catalyst class is: 4.